From a dataset of Forward reaction prediction with 1.9M reactions from USPTO patents (1976-2016). Predict the product of the given reaction. (1) The product is: [C:34]([O:33][C:31]([NH:30][C@H:26]1[CH2:25][O:24][C:23]2[C:38]([C:42]([O:44][CH3:45])=[O:43])=[CH:39][CH:40]=[CH:41][C:22]=2[NH:21][C:27]1=[O:28])=[O:32])([CH3:37])([CH3:36])[CH3:35]. Given the reactants O=C1[C@@H](NC(=O)OC(C)(C)C)COC2C=CC=CC=2N1.[NH2:21][C:22]1[CH:41]=[CH:40][CH:39]=[C:38]([C:42]([O:44][CH3:45])=[O:43])[C:23]=1[O:24][CH2:25][C@H:26]([NH:30][C:31]([O:33][C:34]([CH3:37])([CH3:36])[CH3:35])=[O:32])[C:27](O)=[O:28], predict the reaction product. (2) Given the reactants Cl.[C:2](Cl)(=[O:9])[C:3]1[CH:8]=[CH:7][N:6]=[CH:5][CH:4]=1.C(N(CC)CC)C.ClCCl.[CH3:21][C@H:22]1[CH2:27][CH2:26][CH2:25][CH2:24][N:23]1[C:28]1[CH:34]=[CH:33][C:32]([C:35]([F:38])([F:37])[F:36])=[CH:31][C:29]=1[NH2:30], predict the reaction product. The product is: [CH3:21][C@H:22]1[CH2:27][CH2:26][CH2:25][CH2:24][N:23]1[C:28]1[CH:34]=[CH:33][C:32]([C:35]([F:37])([F:36])[F:38])=[CH:31][C:29]=1[NH:30][C:2](=[O:9])[C:3]1[CH:8]=[CH:7][N:6]=[CH:5][CH:4]=1. (3) Given the reactants [OH-].[Na+].Cl.Cl.C([O:13][C@@H:14]1[C@@H:51]([O:52]C(=O)C2C=CC=CC=2)[C@H:50]([O:61]C(=O)C2C=CC=CC=2)[C@@H:49]([CH2:70][O:71]C(=O)C2C=CC=CC=2)[O:48][C@H:15]1[O:16][C:17]1[C:21]([CH2:22][C:23]2[CH:28]=[CH:27][C:26](/[CH:29]=[CH:30]/[CH2:31][CH2:32][N:33]3[CH2:38][CH2:37][CH2:36][C:35]4([CH2:43][CH2:42][NH:41][CH2:40][CH2:39]4)[CH2:34]3)=[CH:25][C:24]=2[CH3:44])=[C:20]([CH:45]([CH3:47])[CH3:46])[NH:19][N:18]=1)(=O)C1C=CC=CC=1, predict the reaction product. The product is: [O:16]([C:17]1[C:21]([CH2:22][C:23]2[CH:28]=[CH:27][C:26](/[CH:29]=[CH:30]/[CH2:31][CH2:32][N:33]3[CH2:38][CH2:37][CH2:36][C:35]4([CH2:39][CH2:40][NH:41][CH2:42][CH2:43]4)[CH2:34]3)=[CH:25][C:24]=2[CH3:44])=[C:20]([CH:45]([CH3:47])[CH3:46])[NH:19][N:18]=1)[C@@H:15]1[O:48][C@H:49]([CH2:70][OH:71])[C@@H:50]([OH:61])[C@H:51]([OH:52])[C@H:14]1[OH:13]. (4) Given the reactants [Br:1][CH2:2][CH2:3][CH2:4][CH2:5]CCCCO.[O:11]1[CH:16]=[CH:15][CH2:14][CH2:13][CH2:12]1.C([O:19][CH2:20][CH3:21])C, predict the reaction product. The product is: [Br:1][CH2:2][CH2:3][CH2:4][CH2:5][CH2:21][CH2:20][O:19][CH:16]1[CH2:15][CH2:14][CH2:13][CH2:12][O:11]1.